Dataset: Full USPTO retrosynthesis dataset with 1.9M reactions from patents (1976-2016). Task: Predict the reactants needed to synthesize the given product. Given the product [Cl:11][CH2:12][C:13]1([CH:26]=[O:27])[CH2:18][CH2:17][N:16]([C:19]([O:21][C:22]([CH3:23])([CH3:25])[CH3:24])=[O:20])[CH2:15][CH2:14]1, predict the reactants needed to synthesize it. The reactants are: C(Cl)(=O)C(Cl)=O.CS(C)=O.[Cl:11][CH2:12][C:13]1([CH2:26][OH:27])[CH2:18][CH2:17][N:16]([C:19]([O:21][C:22]([CH3:25])([CH3:24])[CH3:23])=[O:20])[CH2:15][CH2:14]1.C(N(CC)CC)C.